Dataset: Forward reaction prediction with 1.9M reactions from USPTO patents (1976-2016). Task: Predict the product of the given reaction. (1) Given the reactants [O:1]1[CH2:3][CH:2]1[C:4]1[CH:5]=[CH:6][C:7]([N:10]2[CH:14]=[N:13][N:12]=[N:11]2)=[N:8][CH:9]=1.C([O-])=O.[NH4+], predict the reaction product. The product is: [N:10]1([C:7]2[N:8]=[CH:9][C:4]([CH2:2][CH2:3][OH:1])=[CH:5][CH:6]=2)[CH:14]=[N:13][N:12]=[N:11]1. (2) Given the reactants C([N:8]1[C:16]2[C:15](=[O:17])[N:14]([CH2:18][C:19]([OH:22])([CH3:21])[CH3:20])[C:13](=[O:23])[N:12]([CH3:24])[C:11]=2[N:10]=[CH:9]1)C1C=CC=CC=1, predict the reaction product. The product is: [OH:22][C:19]([CH3:21])([CH3:20])[CH2:18][N:14]1[C:15](=[O:17])[C:16]2[NH:8][CH:9]=[N:10][C:11]=2[N:12]([CH3:24])[C:13]1=[O:23]. (3) Given the reactants [N:1]([C:3]1[C:12]2[C:7](=[CH:8][CH:9]=[CH:10][CH:11]=2)[CH:6]=[CH:5][C:4]=1[OH:13])=O.[NH:14]1[CH2:19][CH2:18][CH2:17][CH2:16][CH2:15]1.[CH2:20]=[C:21]1[C:29]([CH3:31])([CH3:30])[C:28]2[C:23](=[CH:24][CH:25]=[CH:26][CH:27]=2)[N:22]1[CH3:32], predict the reaction product. The product is: [N:14]1([C:6]2[C:7]3[C:12](=[CH:11][CH:10]=[CH:9][CH:8]=3)[C:3]3[N:1]=[CH:20][C:21]4([C:29]([CH3:31])([CH3:30])[C:28]5[C:23](=[CH:24][CH:25]=[CH:26][CH:27]=5)[N:22]4[CH3:32])[O:13][C:4]=3[CH:5]=2)[CH2:19][CH2:18][CH2:17][CH2:16][CH2:15]1. (4) Given the reactants [OH:1][CH2:2][CH2:3][CH2:4][O:5][CH:6]([CH2:8][O:9]C(C)(C)C)[CH3:7].Cl, predict the reaction product. The product is: [OH:1][CH2:2][CH2:3][CH2:4][O:5][CH:6]([CH2:8][OH:9])[CH3:7]. (5) The product is: [N:6]1([C:11]2[CH:31]=[CH:30][C:14]([CH2:15][C:16]3[C:17]([O:28][CH3:29])=[N:18][C:19]4[C:24]([C:25]=3[Cl:26])=[CH:23][C:22]([C:42]([C:36]3[CH:37]=[CH:38][C:39]([O:40][CH3:41])=[C:34]([O:33][CH3:32])[CH:35]=3)([C:44]3[CH:45]=[N:46][CH:47]=[CH:48][CH:49]=3)[OH:43])=[CH:21][CH:20]=4)=[CH:13][CH:12]=2)[CH:10]=[CH:9][CH:8]=[N:7]1. Given the reactants [Li]CCCC.[N:6]1([C:11]2[CH:31]=[CH:30][C:14]([CH2:15][C:16]3[C:17]([O:28][CH3:29])=[N:18][C:19]4[C:24]([C:25]=3[Cl:26])=[CH:23][C:22](Br)=[CH:21][CH:20]=4)=[CH:13][CH:12]=2)[CH:10]=[CH:9][CH:8]=[N:7]1.[CH3:32][O:33][C:34]1[CH:35]=[C:36]([C:42]([C:44]2[CH:45]=[N:46][CH:47]=[CH:48][CH:49]=2)=[O:43])[CH:37]=[CH:38][C:39]=1[O:40][CH3:41], predict the reaction product. (6) Given the reactants [C:1]([O:4][CH2:5][CH3:6])(=[O:3])[CH3:2].C1C2NC3C(=CC=CC=3)SC=2C=CC=1.C(OOC(=O)C1C=CC=CC=1)(=O)C1C=CC=CC=1.Cl.[Cl:40][C:41]([Cl:45])=[C:42]([Cl:44])[Cl:43], predict the reaction product. The product is: [C:1]([O:4][CH2:5][CH3:6])(=[O:3])[CH3:2].[Cl:40][C:41]([Cl:45])=[C:42]([Cl:44])[Cl:43]. (7) Given the reactants N[C:2]1[CH:3]=[C:4]([CH:10]([CH2:16][CH:17]([CH3:19])[CH3:18])[C:11]([O:13][CH2:14][CH3:15])=[O:12])[CH:5]=[C:6]([Br:9])[C:7]=1[OH:8].N([O-])=O.[Na+].C(#N)C.O.[ClH:28], predict the reaction product. The product is: [Br:9][C:6]1[CH:5]=[C:4]([CH:10]([CH2:16][CH:17]([CH3:19])[CH3:18])[C:11]([O:13][CH2:14][CH3:15])=[O:12])[CH:3]=[C:2]([Cl:28])[C:7]=1[OH:8].